This data is from Full USPTO retrosynthesis dataset with 1.9M reactions from patents (1976-2016). The task is: Predict the reactants needed to synthesize the given product. (1) Given the product [NH:13]([C:2]1[N:11]=[C:10]([NH2:12])[C:9]2[C:4](=[CH:5][CH:6]=[CH:7][CH:8]=2)[N:3]=1)[NH2:14], predict the reactants needed to synthesize it. The reactants are: Cl[C:2]1[N:11]=[C:10]([NH2:12])[C:9]2[C:4](=[CH:5][CH:6]=[CH:7][CH:8]=2)[N:3]=1.[NH2:13][NH2:14]. (2) Given the product [Br:21][C:11]1[CH:13]=[CH:14][C:8]([N:6]2[CH2:5][CH2:4][O:3][CH:2]([CH3:1])[CH2:7]2)=[CH:9][CH:10]=1, predict the reactants needed to synthesize it. The reactants are: [CH3:1][CH:2]1[CH2:7][N:6]([C:8]2[CH:14]=[CH:13][C:11](N)=[CH:10][CH:9]=2)[CH2:5][CH2:4][O:3]1.N([O-])=O.[Na+].[OH-].[Na+].[BrH:21]. (3) Given the product [C:1]([O:5][C:6]([NH:8][C@H:9]([CH:14]1[CH2:15][O:16][CH2:17]1)[C:10]([OH:12])=[O:11])=[O:7])([CH3:4])([CH3:2])[CH3:3], predict the reactants needed to synthesize it. The reactants are: [C:1]([O:5][C:6]([NH:8][C@H:9]([CH:14]1[CH2:17][O:16][CH2:15]1)[C:10]([O:12]C)=[O:11])=[O:7])([CH3:4])([CH3:3])[CH3:2].[OH-].[Na+]. (4) Given the product [CH2:21]([N:28]1[CH2:33][C:32](=[O:31])[N:1]([C:2]2[CH:3]=[C:4]([CH2:5][C:6]3[C:15]4[C:10](=[CH:11][CH:12]=[CH:13][CH:14]=4)[C:9](=[O:16])[NH:8][N:7]=3)[CH:17]=[CH:18][C:19]=2[F:20])[C:30](=[O:35])[CH2:29]1)[C:22]1[CH:27]=[CH:26][CH:25]=[CH:24][CH:23]=1, predict the reactants needed to synthesize it. The reactants are: [NH2:1][C:2]1[CH:3]=[C:4]([CH:17]=[CH:18][C:19]=1[F:20])[CH2:5][C:6]1[C:15]2[C:10](=[CH:11][CH:12]=[CH:13][CH:14]=2)[C:9](=[O:16])[NH:8][N:7]=1.[CH2:21]([N:28]1[CH2:33][C:32](=O)[O:31][C:30](=[O:35])[CH2:29]1)[C:22]1[CH:27]=[CH:26][CH:25]=[CH:24][CH:23]=1.C(N(C(C)C)CC)(C)C. (5) Given the product [C:1]([C:5]1[CH:6]=[C:7]([NH2:19])[C:8]([N:11]([CH2:12][CH2:13][CH2:14][N:15]([CH3:17])[CH3:16])[CH3:18])=[CH:9][CH:10]=1)([CH3:4])([CH3:2])[CH3:3], predict the reactants needed to synthesize it. The reactants are: [C:1]([C:5]1[CH:10]=[CH:9][C:8]([N:11]([CH3:18])[CH2:12][CH2:13][CH2:14][N:15]([CH3:17])[CH3:16])=[C:7]([N+:19]([O-])=O)[CH:6]=1)([CH3:4])([CH3:3])[CH3:2].[H][H]. (6) Given the product [CH3:1][O:2][C:3]([C:5]1[C:6]2[C:10]([CH:11]=[CH:12][CH:13]=1)=[N:9][N:8]([CH2:14][C:15]1[CH:20]=[CH:19][CH:18]=[CH:17][CH:16]=1)[CH:7]=2)=[O:4], predict the reactants needed to synthesize it. The reactants are: [CH3:1][O:2][C:3]([C:5]1[C:6]2[CH:7]=[N:8][NH:9][C:10]=2[CH:11]=[CH:12][CH:13]=1)=[O:4].[CH2:14](Br)[C:15]1[CH:20]=[CH:19][CH:18]=[CH:17][CH:16]=1. (7) Given the product [CH3:1][O:2][C:3]1[CH:4]=[CH:5][C:6]([NH:11][C:12]2[C:13]3[N:14]([CH:27]=[CH:28][N:29]=3)[N:15]=[C:16]([N:18]3[CH2:23][CH2:22][CH2:21][CH:20]([C:24]([NH:30][C:31]4[CH:43]=[CH:42][C:34]([C:35]([O:37][C:38]([CH3:39])([CH3:40])[CH3:41])=[O:36])=[CH:33][CH:32]=4)=[O:25])[CH2:19]3)[CH:17]=2)=[N:7][C:8]=1[O:9][CH3:10], predict the reactants needed to synthesize it. The reactants are: [CH3:1][O:2][C:3]1[CH:4]=[CH:5][C:6]([NH:11][C:12]2[C:13]3[N:14]([CH:27]=[CH:28][N:29]=3)[N:15]=[C:16]([N:18]3[CH2:23][CH2:22][CH2:21][CH:20]([C:24](O)=[O:25])[CH2:19]3)[CH:17]=2)=[N:7][C:8]=1[O:9][CH3:10].[NH2:30][C:31]1[CH:43]=[CH:42][C:34]([C:35]([O:37][C:38]([CH3:41])([CH3:40])[CH3:39])=[O:36])=[CH:33][CH:32]=1.CCN=C=NCCCN(C)C.CN1C=CN=C1.